Dataset: Full USPTO retrosynthesis dataset with 1.9M reactions from patents (1976-2016). Task: Predict the reactants needed to synthesize the given product. (1) The reactants are: [Br:1][C:2]1[CH:11]=[C:10]2[C:5]([CH:6]=[CH:7][C:8]([O:12][CH:13]([CH2:17][CH3:18])[C:14]([OH:16])=O)=[CH:9]2)=[CH:4][CH:3]=1.[I-].ClC1C=CC=C[N+]=1C.C(N(CC)C(C)C)(C)C.[CH3:37][O:38][CH2:39][C:40]([CH3:43])([NH2:42])[CH3:41]. Given the product [Br:1][C:2]1[CH:11]=[C:10]2[C:5]([CH:6]=[CH:7][C:8]([O:12][CH:13]([CH2:17][CH3:18])[C:14]([NH:42][C:40]([CH3:43])([CH3:41])[CH2:39][O:38][CH3:37])=[O:16])=[CH:9]2)=[CH:4][CH:3]=1, predict the reactants needed to synthesize it. (2) The reactants are: O=C1C2C(=CC=CC=2)C(=O)[N:3]1[C@H:12]([CH:38]([CH3:40])[CH3:39])[C:13]([O:15][CH2:16][CH2:17][O:18][CH2:19][N:20]1[C:24]([C:25]([O:27][CH2:28][C:29]2[CH:34]=[CH:33][CH:32]=[CH:31][CH:30]=2)=[O:26])=[CH:23][C:22]2[O:35][CH:36]=[CH:37][C:21]1=2)=[O:14].NN.O. Given the product [NH2:3][C@H:12]([CH:38]([CH3:40])[CH3:39])[C:13]([O:15][CH2:16][CH2:17][O:18][CH2:19][N:20]1[C:24]([C:25]([O:27][CH2:28][C:29]2[CH:30]=[CH:31][CH:32]=[CH:33][CH:34]=2)=[O:26])=[CH:23][C:22]2[O:35][CH:36]=[CH:37][C:21]1=2)=[O:14], predict the reactants needed to synthesize it.